This data is from Reaction yield outcomes from USPTO patents with 853,638 reactions. The task is: Predict the reaction yield, written as a fraction of the theoretical maximum amount of product (1.0 means a 100% yield; for example, 0.34 means a 34% yield). (1) The reactants are [N:1]([C:4]1[CH:11]=[CH:10][C:7]([C:8]#[N:9])=[C:6]([C:12]([F:15])([F:14])[F:13])[CH:5]=1)=[C:2]=[S:3].[C:16]([C:18]1([NH:22][C:23]2[CH:31]=[CH:30][C:26]([C:27](O)=[O:28])=[CH:25][CH:24]=2)[CH2:21][CH2:20][CH2:19]1)#N.[CH3:32][OH:33].Cl.CN(C=[O:39])C. The catalyst is O. The product is [CH3:32][O:33][C:27](=[O:28])[C:26]1[CH:30]=[CH:31][C:23]([N:22]2[C:2](=[S:3])[N:1]([C:4]3[CH:11]=[CH:10][C:7]([C:8]#[N:9])=[C:6]([C:12]([F:13])([F:15])[F:14])[CH:5]=3)[C:16](=[O:39])[C:18]32[CH2:21][CH2:20][CH2:19]3)=[CH:24][CH:25]=1. The yield is 0.120. (2) The reactants are [NH2:1][C:2]1[O:3][C@H:4]([C:28]([F:31])([F:30])[F:29])[CH2:5][C@:6]([C:10]2[CH:11]=[C:12]([NH:17][C:18](=O)[C:19]3[C:24]([CH3:25])=[CH:23][C:22]([Cl:26])=[CH:21][N:20]=3)[CH:13]=[CH:14][C:15]=2[F:16])([CH2:8][F:9])[N:7]=1.C1(C)C=CC=CC=1.COC1C=CC(P2(=S)SP(C3C=CC(OC)=CC=3)(=S)[S:48]2)=CC=1. The catalyst is CCOC(C)=O. The product is [NH2:1][C:2]1[O:3][C@H:4]([C:28]([F:31])([F:30])[F:29])[CH2:5][C@:6]([C:10]2[CH:11]=[C:12]([NH:17][C:18]([C:19]3[C:24]([CH3:25])=[CH:23][C:22]([Cl:26])=[CH:21][N:20]=3)=[S:48])[CH:13]=[CH:14][C:15]=2[F:16])([CH2:8][F:9])[N:7]=1. The yield is 0.120. (3) The reactants are I[C:2]1[C:10]2[C:5](=[N:6][CH:7]=[CH:8][CH:9]=2)[N:4]([Si](C(C)C)(C(C)C)C(C)C)[CH:3]=1.C([Mg]Cl)(C)C.[C:26]([O:30][C:31](=[O:49])[N:32](CC1C=CC=CC=1F)[C:33]1[CH:38]=[CH:37][C:36]([CH:39]=[O:40])=[CH:35][N:34]=1)([CH3:29])([CH3:28])[CH3:27].[F:50][C:51]1[CH:58]=[CH:57][CH:56]=[CH:55][C:52]=1[CH:53]=O.[Cl-].[NH4+]. The catalyst is O1CCCC1. The product is [C:26]([O:30][C:31](=[O:49])[NH:32][CH:33]1[CH:38]=[CH:37][C:36]([C:39]([C:2]2[C:10]3[C:5](=[N:6][CH:7]=[CH:8][CH:9]=3)[NH:4][CH:3]=2)=[O:40])=[CH:35][N:34]1[CH2:53][C:52]1[CH:55]=[CH:56][CH:57]=[CH:58][C:51]=1[F:50])([CH3:29])([CH3:27])[CH3:28]. The yield is 0.260.